Dataset: Forward reaction prediction with 1.9M reactions from USPTO patents (1976-2016). Task: Predict the product of the given reaction. (1) Given the reactants C(Cl)(=O)C(Cl)=O.[NH:7]1[CH:11]=[C:10]([C:12]([OH:14])=O)[CH:9]=[N:8]1.[NH2:15][C:16]([CH3:20])([CH3:19])[CH2:17][OH:18].C([O-])(O)=O.[Na+], predict the reaction product. The product is: [OH:18][CH2:17][C:16]([NH:15][C:12]([C:10]1[CH:9]=[N:8][NH:7][CH:11]=1)=[O:14])([CH3:20])[CH3:19]. (2) Given the reactants [Cl:1][C:2]1[CH:3]=[C:4]([N:9]2[C:13]([CH:14]3[CH2:19][CH2:18][N:17]([C:20]([C@H:22]4[C@H:26]([C:27]5[CH:32]=[CH:31][C:30]([F:33])=[CH:29][C:28]=5[F:34])[CH2:25][N:24](C(OC(C)(C)C)=O)[CH2:23]4)=[O:21])[CH2:16][CH2:15]3)=[CH:12][C:11]([CH3:42])=[N:10]2)[CH:5]=[CH:6][C:7]=1[F:8].[C:43]([OH:49])([C:45]([F:48])([F:47])[F:46])=[O:44], predict the reaction product. The product is: [F:46][C:45]([F:48])([F:47])[C:43]([OH:49])=[O:44].[Cl:1][C:2]1[CH:3]=[C:4]([N:9]2[C:13]([CH:14]3[CH2:15][CH2:16][N:17]([C:20]([C@H:22]4[C@H:26]([C:27]5[CH:32]=[CH:31][C:30]([F:33])=[CH:29][C:28]=5[F:34])[CH2:25][NH:24][CH2:23]4)=[O:21])[CH2:18][CH2:19]3)=[CH:12][C:11]([CH3:42])=[N:10]2)[CH:5]=[CH:6][C:7]=1[F:8]. (3) Given the reactants [CH2:1]([O:3][CH2:4][C:5]1[N:6]([CH2:18][C:19]2([NH2:25])[CH2:24][CH2:23][CH2:22][CH2:21][CH2:20]2)[C:7]2[C:16]3[CH:15]=[CH:14][CH:13]=[CH:12][C:11]=3[N:10]=[CH:9][C:8]=2[N:17]=1)[CH3:2].[OH-].[Na+].[CH2:28]([O:30][C:31](O[C:31]([O:30][CH2:28][CH3:29])=[O:32])=[O:32])[CH3:29], predict the reaction product. The product is: [CH2:1]([O:3][CH2:4][C:5]1[N:6]([CH2:18][C:19]2([NH:25][C:31](=[O:32])[O:30][CH2:28][CH3:29])[CH2:24][CH2:23][CH2:22][CH2:21][CH2:20]2)[C:7]2[C:16]3[CH:15]=[CH:14][CH:13]=[CH:12][C:11]=3[N:10]=[CH:9][C:8]=2[N:17]=1)[CH3:2].